Dataset: Forward reaction prediction with 1.9M reactions from USPTO patents (1976-2016). Task: Predict the product of the given reaction. Given the reactants Br[C:2]1[CH:3]=[CH:4][C:5]2[C:11]3[N:12]=[C:13]([N:15]4[C:19]([CH3:21])([CH3:20])[C:18](=[O:22])[NH:17][C:16]4=[O:23])[S:14][C:10]=3[CH2:9][CH2:8][O:7][C:6]=2[CH:24]=1.CC1(C)C(C)(C)OB([C:33]2[CH2:38][CH2:37][N:36]([C:39]([O:41][C:42]([CH3:45])([CH3:44])[CH3:43])=[O:40])[CH2:35][CH:34]=2)O1, predict the reaction product. The product is: [CH3:20][C:19]1([CH3:21])[N:15]([C:13]2[S:14][C:10]3[CH2:9][CH2:8][O:7][C:6]4[CH:24]=[C:2]([C:33]5[CH2:38][CH2:37][N:36]([C:39]([O:41][C:42]([CH3:45])([CH3:44])[CH3:43])=[O:40])[CH2:35][CH:34]=5)[CH:3]=[CH:4][C:5]=4[C:11]=3[N:12]=2)[C:16](=[O:23])[NH:17][C:18]1=[O:22].